The task is: Predict which catalyst facilitates the given reaction.. This data is from Catalyst prediction with 721,799 reactions and 888 catalyst types from USPTO. (1) Reactant: C(#N)C.C([O:7][C@@H:8]1[CH:13]=[CH:12][C@@:11]([OH:20])([C:14]#[C:15][Si:16]([CH3:19])([CH3:18])[CH3:17])[CH2:10][O:9]1)(=O)C. Product: [OH:9][CH2:10][C:11]1([C:14]#[C:15][Si:16]([CH3:17])([CH3:18])[CH3:19])[O:20][C@@H:8]([OH:7])[CH:13]=[CH:12]1. The catalyst class is: 6. (2) Product: [C:1]([O:5][C:6]([N:8]1[CH2:13][CH2:12][C:11]2[S:14][C:15]([CH2:17][CH2:18][CH:19]=[O:20])=[CH:16][C:10]=2[CH2:9]1)=[O:7])([CH3:4])([CH3:3])[CH3:2]. Reactant: [C:1]([O:5][C:6]([N:8]1[CH2:13][CH2:12][C:11]2[S:14][C:15]([CH2:17][CH2:18][C:19](OCC)=[O:20])=[CH:16][C:10]=2[CH2:9]1)=[O:7])([CH3:4])([CH3:3])[CH3:2].CCCCCC.CO. The catalyst class is: 4.